The task is: Binary Classification. Given a T-cell receptor sequence (or CDR3 region) and an epitope sequence, predict whether binding occurs between them.. This data is from TCR-epitope binding with 47,182 pairs between 192 epitopes and 23,139 TCRs. (1) The epitope is LLWNGPMAV. The TCR CDR3 sequence is CASNRDRDYGYTF. Result: 1 (the TCR binds to the epitope). (2) The epitope is ILHCANFNV. The TCR CDR3 sequence is CASSLSSSPYEQYF. Result: 1 (the TCR binds to the epitope). (3) The epitope is AVFDRKSDAK. The TCR CDR3 sequence is CASSLAGVANQPQHF. Result: 1 (the TCR binds to the epitope). (4) The epitope is FVRATATIPI. The TCR CDR3 sequence is CASRGGVSQYF. Result: 1 (the TCR binds to the epitope). (5) The epitope is PKYVKQNTLKLAT. The TCR CDR3 sequence is CASSYVDGSSYEQYF. Result: 1 (the TCR binds to the epitope). (6) The epitope is KLSYGIATV. The TCR CDR3 sequence is CASTISGAYEQYF. Result: 1 (the TCR binds to the epitope). (7) The epitope is QARQMVQAMRTIGTHP. Result: 0 (the TCR does not bind to the epitope). The TCR CDR3 sequence is CASTQANEAFF. (8) The epitope is TLDSKTQSL. The TCR CDR3 sequence is CASSAPDRTITDTQYF. Result: 1 (the TCR binds to the epitope).